Dataset: Reaction yield outcomes from USPTO patents with 853,638 reactions. Task: Predict the reaction yield, written as a fraction of the theoretical maximum amount of product (1.0 means a 100% yield; for example, 0.34 means a 34% yield). (1) The reactants are [Cl:1][C:2]1[C:3]([F:9])=[C:4]([CH:6]=[CH:7][CH:8]=1)[NH2:5].Br.Br[CH:12]([C:14]1[CH:15]=[C:16]([C:31]([N:33]([CH3:35])[CH3:34])=[O:32])[CH:17]=[C:18]2[C:23]=1[O:22][C:21]([N:24]1[CH2:29][CH2:28][O:27][CH2:26][CH2:25]1)=[CH:20][C:19]2=[O:30])[CH3:13]. No catalyst specified. The product is [Cl:1][C:2]1[C:3]([F:9])=[C:4]([NH:5][CH:12]([C:14]2[CH:15]=[C:16]([C:31]([N:33]([CH3:35])[CH3:34])=[O:32])[CH:17]=[C:18]3[C:23]=2[O:22][C:21]([N:24]2[CH2:29][CH2:28][O:27][CH2:26][CH2:25]2)=[CH:20][C:19]3=[O:30])[CH3:13])[CH:6]=[CH:7][CH:8]=1. The yield is 0.626. (2) The reactants are [N:1]1([C:6](=O)[CH2:7][C:8]2[C:12]3=[N:13][CH:14]=[CH:15][CH:16]=[C:11]3[NH:10][CH:9]=2)[CH2:5][CH2:4][CH2:3][CH2:2]1.[H-].[Al+3].[Li+].[H-].[H-].[H-]. The catalyst is O1CCCC1. The product is [N:1]1([CH2:6][CH2:7][C:8]2[C:12]3=[N:13][CH:14]=[CH:15][CH:16]=[C:11]3[NH:10][CH:9]=2)[CH2:5][CH2:4][CH2:3][CH2:2]1. The yield is 0.400. (3) The reactants are Br[C:2]1[C:3]([O:15][CH3:16])=[C:4]([C:9]([O:13][CH3:14])=[C:10](Br)[CH:11]=1)[C:5]([O:7][CH3:8])=[O:6].[C:17]1(B(O)O)[CH:22]=[CH:21][CH:20]=[CH:19][CH:18]=1. No catalyst specified. The product is [CH3:16][O:15][C:3]1[C:4]([C:5]([O:7][CH3:8])=[O:6])=[C:9]([O:13][CH3:14])[C:10]([C:17]2[CH:22]=[CH:21][CH:20]=[CH:19][CH:18]=2)=[CH:11][C:2]=1[C:2]1[CH:3]=[CH:4][CH:9]=[CH:10][CH:11]=1. The yield is 0.570.